Task: Predict the product of the given reaction.. Dataset: Forward reaction prediction with 1.9M reactions from USPTO patents (1976-2016) (1) Given the reactants ClC1C=CC([C@@H](C2C=CN(C)N=2)N)=CC=1F.[F:17][C:18]1[CH:19]=[C:20]([C@@H:26]([C:28]2[CH:29]=[N:30][N:31]([CH3:33])[CH:32]=2)[NH2:27])[CH:21]=[CH:22][C:23]=1[O:24][CH3:25].[F:34][C:35]1[CH:44]=[C:43]([C:45](O)=[O:46])[CH:42]=[C:41]2[C:36]=1[CH:37]=[N:38][C:39]([NH:48][CH2:49][CH:50]1[CH2:53][O:52][CH2:51]1)=[N:40]2, predict the reaction product. The product is: [F:17][C:18]1[CH:19]=[C:20]([C@H:26]([NH:27][C:45]([C:43]2[CH:42]=[C:41]3[C:36]([CH:37]=[N:38][C:39]([NH:48][CH2:49][CH:50]4[CH2:51][O:52][CH2:53]4)=[N:40]3)=[C:35]([F:34])[CH:44]=2)=[O:46])[C:28]2[CH:29]=[N:30][N:31]([CH3:33])[CH:32]=2)[CH:21]=[CH:22][C:23]=1[O:24][CH3:25]. (2) Given the reactants [CH3:1][S:2]([O:5]S(C)(=O)=O)(=O)=[O:3].[NH2:10][C:11]1[C:20]2=[N:21][N:22]([CH2:32][CH3:33])[C:23]([CH2:24][C:25]3([OH:31])[CH2:30][CH2:29][NH:28][CH2:27][CH2:26]3)=[C:19]2[C:18]2[CH:17]=[CH:16][CH:15]=[CH:14][C:13]=2[N:12]=1.C(=O)([O-])[O-].[Na+].[Na+], predict the reaction product. The product is: [NH2:10][C:11]1[C:20]2=[N:21][N:22]([CH2:32][CH3:33])[C:23]([CH2:24][C:25]3([OH:31])[CH2:30][CH2:29][N:28]([S:2]([CH3:1])(=[O:5])=[O:3])[CH2:27][CH2:26]3)=[C:19]2[C:18]2[CH:17]=[CH:16][CH:15]=[CH:14][C:13]=2[N:12]=1.